Predict the product of the given reaction. From a dataset of Forward reaction prediction with 1.9M reactions from USPTO patents (1976-2016). (1) Given the reactants CCN=C=NCCCN(C)C.[CH3:12][O:13][C:14]([CH2:16][C@@H:17]([OH:21])[C:18]([OH:20])=O)=[O:15].C1C=CC2N(O)N=NC=2C=1.[N:32]1([C:38]([O:40][CH2:41][C:42]2[CH:47]=[CH:46][CH:45]=[CH:44][CH:43]=2)=[O:39])[CH2:37][CH2:36][NH:35][CH2:34][CH2:33]1.C(N(CC)CC)C, predict the reaction product. The product is: [CH2:41]([O:40][C:38]([N:32]1[CH2:37][CH2:36][N:35]([C:18](=[O:20])[C@H:17]([OH:21])[CH2:16][C:14]([O:13][CH3:12])=[O:15])[CH2:34][CH2:33]1)=[O:39])[C:42]1[CH:47]=[CH:46][CH:45]=[CH:44][CH:43]=1. (2) Given the reactants [OH:1][C:2]1[C:3]([C:19]([C:22]2[CH:27]=[CH:26][CH:25]=[CH:24][CH:23]=2)(C)C)=[N:4][C:5]2[C:10]([C:11]=1[C:12]([OH:14])=[O:13])=[CH:9][CH:8]=[C:7]1CC[CH2:17][CH2:18][C:6]=21.[CH:28](C1C=CC=C2C=1NC(=O)C2=O)(C)[CH3:29].O[CH2:43]C(=O)CC(C1C=CC=CC=1)C, predict the reaction product. The product is: [OH:1][C:2]1[C:3]([CH2:19][CH:22]([C:23]2[CH:24]=[CH:25][CH:26]=[CH:29][CH:28]=2)[CH3:27])=[N:4][C:5]2[C:10]([C:11]=1[C:12]([OH:14])=[O:13])=[CH:9][CH:8]=[CH:7][C:6]=2[CH:18]([CH3:43])[CH3:17].